Dataset: Catalyst prediction with 721,799 reactions and 888 catalyst types from USPTO. Task: Predict which catalyst facilitates the given reaction. (1) Reactant: [C:1]([N:4]1[CH2:9][CH2:8][N:7]([C:10]2[N:15]3[CH:16]=[N:17][CH:18]=[C:14]3[C:13]([Cl:19])=[CH:12][C:11]=2[CH:20]([NH2:22])[CH3:21])[CH2:6][CH2:5]1)(=[O:3])[CH3:2].Br[C:24]1[N:32]=[CH:31][N:30]=[C:29]2[C:25]=1[N:26]=[CH:27][NH:28]2. Product: [C:1]([N:4]1[CH2:9][CH2:8][N:7]([C:10]2[N:15]3[CH:16]=[N:17][CH:18]=[C:14]3[C:13]([Cl:19])=[CH:12][C:11]=2[CH:20]([NH:22][C:24]2[N:32]=[CH:31][N:30]=[C:29]3[C:25]=2[N:26]=[CH:27][NH:28]3)[CH3:21])[CH2:6][CH2:5]1)(=[O:3])[CH3:2]. The catalyst class is: 8. (2) Reactant: [C:1]([C:3]1[N:4]=[CH:5][C:6]([NH:16][C@H:17]([CH2:21][CH:22]2[CH2:24][CH2:23]2)[C:18]([NH2:20])=[O:19])=[N:7][C:8]=1[NH:9][C:10]1[S:14][N:13]=[C:12]([CH3:15])[CH:11]=1)#[N:2].[OH-].[Na+].OO.CC(O)=[O:31]. Product: [NH2:20][C:18](=[O:19])[C@H:17]([NH:16][C:6]1[N:7]=[C:8]([NH:9][C:10]2[S:14][N:13]=[C:12]([CH3:15])[CH:11]=2)[C:3]([C:1]([NH2:2])=[O:31])=[N:4][CH:5]=1)[CH2:21][CH:22]1[CH2:23][CH2:24]1. The catalyst class is: 593. (3) Reactant: C(N(C(C)C)C(C)C)C.[C:21]([O:20][C:18](O[C:18]([O:20][C:21]([CH3:24])([CH3:23])[CH3:22])=[O:19])=[O:19])([CH3:24])([CH3:23])[CH3:22].[CH:25]1([CH2:31][CH2:32][CH2:33][NH:34][CH3:35])[CH2:30][CH2:29][CH:28]=[CH:27][CH2:26]1.ClCCl. The catalyst class is: 155. Product: [C:21]([O:20][C:18](=[O:19])[N:34]([CH2:33][CH2:32][CH2:31][CH:25]1[CH2:30][CH2:29][CH:28]=[CH:27][CH2:26]1)[CH3:35])([CH3:22])([CH3:23])[CH3:24].